Dataset: M1 muscarinic receptor agonist screen with 61,833 compounds. Task: Binary Classification. Given a drug SMILES string, predict its activity (active/inactive) in a high-throughput screening assay against a specified biological target. (1) The compound is O(C(C)(C)C)C(=O)C=1C(NC(=O)NC1C)c1cc(OC)c(OCC(O)=O)cc1. The result is 0 (inactive). (2) The compound is O=C(N1CCN(CC1)C(=O)c1cc(OC)c(OC)cc1)Cc1ccccc1. The result is 0 (inactive). (3) The compound is S(c1n(Cc2ccccc2)c(nn1)COc1ccccc1)CC(=O)Nc1sc(nn1)CC. The result is 0 (inactive). (4) The drug is O1C(C=Cc2c1c1c([nH]c2=O)cccc1)(C)C. The result is 0 (inactive).